Dataset: Reaction yield outcomes from USPTO patents with 853,638 reactions. Task: Predict the reaction yield, written as a fraction of the theoretical maximum amount of product (1.0 means a 100% yield; for example, 0.34 means a 34% yield). (1) The reactants are C([O:3][C:4]([C:6]1[C:7]([C:19]2[CH:24]=[CH:23][CH:22]=[CH:21][C:20]=2[F:25])=[N:8][C:9]([N:13]2[CH2:18][CH2:17][O:16][CH2:15][CH2:14]2)=[N:10][C:11]=1[CH3:12])=[O:5])C.[OH-].[Na+]. The catalyst is C(O)C.O. The product is [F:25][C:20]1[CH:21]=[CH:22][CH:23]=[CH:24][C:19]=1[C:7]1[C:6]([C:4]([OH:5])=[O:3])=[C:11]([CH3:12])[N:10]=[C:9]([N:13]2[CH2:18][CH2:17][O:16][CH2:15][CH2:14]2)[N:8]=1. The yield is 0.780. (2) The reactants are [CH3:1][C:2]1[N:3]=[CH:4][S:5][C:6]=1[CH2:7][CH2:8][OH:9].[Br:10][CH2:11][C:12](Br)=[O:13].C([O-])(O)=O.[Na+]. The catalyst is C(Cl)(Cl)Cl. The product is [Br:10][CH2:11][C:12]([O:9][CH2:8][CH2:7][C:6]1[S:5][CH:4]=[N:3][C:2]=1[CH3:1])=[O:13]. The yield is 0.480. (3) The reactants are [Br:1][C:2]1[C:14]([CH3:15])=[CH:13][C:12]([C:16](=[O:18])[NH2:17])=[C:11]2[C:3]=1[C:4]1[CH:5]=[CH:6][C:7](C(OCC)=O)=[CH:8][C:9]=1[NH:10]2.[CH3:24][Li].CC[O:28][CH2:29][CH3:30].[NH4+].[Cl-]. The catalyst is C1COCC1.CCOC(C)=O. The product is [Br:1][C:2]1[C:3]2[C:4]3[C:9](=[CH:8][C:7]([C:29]([OH:28])([CH3:30])[CH3:24])=[CH:6][CH:5]=3)[NH:10][C:11]=2[C:12]([C:16]([NH2:17])=[O:18])=[CH:13][C:14]=1[CH3:15]. The yield is 0.850. (4) The reactants are [OH-].[Na+].[CH3:3][O:4][C:5]1[CH:6]=[C:7]([CH:10]=[C:11]([O:17][CH3:18])[C:12]=1[O:13][CH2:14][C:15]#[CH:16])[CH:8]=O.[CH3:19][C:20]([CH3:22])=[O:21].Cl. The catalyst is C(OCC)(=O)C.CCCCCC.C(O)C. The product is [CH3:3][O:4][C:5]1[CH:6]=[C:7](/[CH:8]=[CH:19]/[C:20](=[O:21])[CH3:22])[CH:10]=[C:11]([O:17][CH3:18])[C:12]=1[O:13][CH2:14][C:15]#[CH:16]. The yield is 0.540. (5) The reactants are Br[C:2]1[C:7]2[S:8][C:9]([NH:11][C:12]([NH:14][CH2:15][CH3:16])=[O:13])=[N:10][C:6]=2[CH:5]=[C:4](Br)[N:3]=1.[N:18]1[CH:23]=[CH:22][CH:21]=[C:20](B(O)O)[CH:19]=1.[O-]P([O-])([O-])=O.[K+].[K+].[K+].O. The catalyst is CN(C=O)C.O.C1C=CC([P]([Pd]([P](C2C=CC=CC=2)(C2C=CC=CC=2)C2C=CC=CC=2)([P](C2C=CC=CC=2)(C2C=CC=CC=2)C2C=CC=CC=2)[P](C2C=CC=CC=2)(C2C=CC=CC=2)C2C=CC=CC=2)(C2C=CC=CC=2)C2C=CC=CC=2)=CC=1. The product is [N:18]1[CH:23]=[CH:22][CH:21]=[C:20]([C:2]2[C:7]3[S:8][C:9]([NH:11][C:12]([NH:14][CH2:15][CH3:16])=[O:13])=[N:10][C:6]=3[CH:5]=[C:4]([C:7]3[CH:2]=[N:3][CH:4]=[CH:5][CH:6]=3)[N:3]=2)[CH:19]=1. The yield is 0.230.